From a dataset of Full USPTO retrosynthesis dataset with 1.9M reactions from patents (1976-2016). Predict the reactants needed to synthesize the given product. (1) Given the product [O:18]=[S:19]1(=[O:29])[CH:23]=[CH:22][C:21]2[CH:24]=[CH:25][C:26]([NH:28][C:15]([C:13]3[C:12]4[C:7]([N:6]=[C:5]5[C:14]=3[CH:1]=[CH:2][CH:3]=[CH:4]5)=[CH:8][CH:9]=[CH:10][CH:11]=4)=[O:17])=[CH:27][C:20]1=2, predict the reactants needed to synthesize it. The reactants are: [CH:1]1[C:14]2[C:5](=[N:6][C:7]3[C:12]([C:13]=2[C:15]([OH:17])=O)=[CH:11][CH:10]=[CH:9][CH:8]=3)[CH:4]=[CH:3][CH:2]=1.[O:18]=[S:19]1(=[O:29])[CH:23]=[CH:22][C:21]2[CH:24]=[CH:25][C:26]([NH2:28])=[CH:27][C:20]1=2.CCN(C(C)C)C(C)C.CN(C(ON1N=NC2C=CC=CC1=2)=[N+](C)C)C.F[P-](F)(F)(F)(F)F. (2) The reactants are: CC([O-])(C)C.[K+].[O:7]1[CH2:12][CH2:11][N:10]([C:13]2[CH:14]=[C:15]([C:19]([N+:22]([O-:24])=[O:23])=[CH:20][N:21]=2)[C:16]([OH:18])=[O:17])[CH2:9][CH2:8]1.[NH2:25]C.Cl. Given the product [NH2:25][C:20]1[C:19]([N+:22]([O-:24])=[O:23])=[C:15]([CH:14]=[C:13]([N:10]2[CH2:11][CH2:12][O:7][CH2:8][CH2:9]2)[N:21]=1)[C:16]([OH:18])=[O:17], predict the reactants needed to synthesize it. (3) Given the product [NH2:7][C@@H:8]([CH:31]1[CH2:36][CH2:35][CH2:34][CH2:33][CH2:32]1)[C:9]([N:11]1[CH2:15][CH2:14][CH2:13][C@H:12]1[C:16]1[CH:21]=[CH:20][N:19]=[C:18]([C:22]2[C:30]3[C:25](=[CH:26][CH:27]=[CH:28][CH:29]=3)[NH:24][CH:23]=2)[CH:17]=1)=[O:10], predict the reactants needed to synthesize it. The reactants are: C(OC(=O)[NH:7][C@@H:8]([CH:31]1[CH2:36][CH2:35][CH2:34][CH2:33][CH2:32]1)[C:9]([N:11]1[CH2:15][CH2:14][CH2:13][C@H:12]1[C:16]1[CH:21]=[CH:20][N:19]=[C:18]([C:22]2[C:30]3[C:25](=[CH:26][CH:27]=[CH:28][CH:29]=3)[NH:24][CH:23]=2)[CH:17]=1)=[O:10])(C)(C)C.C(O)(C(F)(F)F)=O. (4) Given the product [CH3:36][NH:37][C:38]([C:40]1([C:43]2[CH:48]=[CH:47][CH:46]=[C:45]([C:16]3[CH:15]=[CH:14][C:13]([C@@H:11]([N:7]4[CH2:6][CH2:5][C@:4]([CH2:3][C:2]([OH:1])([CH3:34])[CH3:35])([C:28]5[CH:33]=[CH:32][CH:31]=[CH:30][CH:29]=5)[O:9][C:8]4=[O:10])[CH3:12])=[CH:18][CH:17]=3)[N:44]=2)[CH2:42][CH2:41]1)=[O:39], predict the reactants needed to synthesize it. The reactants are: [OH:1][C:2]([CH3:35])([CH3:34])[CH2:3][C@@:4]1([C:28]2[CH:33]=[CH:32][CH:31]=[CH:30][CH:29]=2)[O:9][C:8](=[O:10])[N:7]([C@H:11]([C:13]2[CH:18]=[CH:17][C:16](B3OC(C)(C)C(C)(C)O3)=[CH:15][CH:14]=2)[CH3:12])[CH2:6][CH2:5]1.[CH3:36][NH:37][C:38]([C:40]1([C:43]2[CH:48]=[CH:47][CH:46]=[C:45](Br)[N:44]=2)[CH2:42][CH2:41]1)=[O:39]. (5) Given the product [CH:1]1([N:6]2[CH2:7][CH2:8][N:9]([C:12]([C:14]3[CH:15]=[C:16]4[C:20](=[CH:21][CH:22]=3)[NH:19][C:18]([C:23]([N:54]3[CH2:55][CH2:56][CH:51]([C:50]([F:58])([F:57])[F:49])[CH2:52][CH2:53]3)=[O:25])=[CH:17]4)=[O:13])[CH2:10][CH2:11]2)[CH2:5][CH2:4][CH2:3][CH2:2]1, predict the reactants needed to synthesize it. The reactants are: [CH:1]1([N:6]2[CH2:11][CH2:10][N:9]([C:12]([C:14]3[CH:15]=[C:16]4[C:20](=[CH:21][CH:22]=3)[NH:19][C:18]([C:23]([OH:25])=O)=[CH:17]4)=[O:13])[CH2:8][CH2:7]2)[CH2:5][CH2:4][CH2:3][CH2:2]1.Cl.F[B-](F)(F)F.N1(OC(N(C)C)=[N+](C)C)C2C=CC=CC=2N=N1.[F:49][C:50]([F:58])([F:57])[CH:51]1[CH2:56][CH2:55][NH:54][CH2:53][CH2:52]1.C(N(CC)C(C)C)(C)C. (6) Given the product [NH:31]1[C:32]2[C:28](=[CH:27][C:26]([NH:25][C:2]3[N:11]=[CH:10][C:9]4[N:8]([C:12]5[CH:17]=[CH:16][CH:15]=[CH:14][CH:13]=5)[C:7](=[O:18])[CH:6]([CH3:19])[N:5]([CH2:20][CH2:21][CH:22]([CH3:24])[CH3:23])[C:4]=4[N:3]=3)=[CH:34][CH:33]=2)[CH:29]=[N:30]1, predict the reactants needed to synthesize it. The reactants are: Cl[C:2]1[N:11]=[CH:10][C:9]2[N:8]([C:12]3[CH:17]=[CH:16][CH:15]=[CH:14][CH:13]=3)[C:7](=[O:18])[CH:6]([CH3:19])[N:5]([CH2:20][CH2:21][CH:22]([CH3:24])[CH3:23])[C:4]=2[N:3]=1.[NH2:25][C:26]1[CH:27]=[C:28]2[C:32](=[CH:33][CH:34]=1)[NH:31][N:30]=[CH:29]2.FC(F)(F)C(O)=O. (7) The reactants are: [C:1]([N:5]1[CH:9]=[C:8]2[O:10][C:11]3([CH2:20][C:21](=[O:22])[C:7]2=[N:6]1)[CH2:16][CH2:15][N:14](C([O-])=O)[CH2:13][CH2:12]3)([CH3:4])([CH3:3])[CH3:2].C(Cl)(=O)C. Given the product [C:1]([N:5]1[CH:9]=[C:8]2[O:10][C:11]3([CH2:20][C:21](=[O:22])[C:7]2=[N:6]1)[CH2:16][CH2:15][NH:14][CH2:13][CH2:12]3)([CH3:4])([CH3:2])[CH3:3], predict the reactants needed to synthesize it.